Predict the reaction yield, written as a fraction of the theoretical maximum amount of product (1.0 means a 100% yield; for example, 0.34 means a 34% yield). From a dataset of Reaction yield outcomes from USPTO patents with 853,638 reactions. (1) The reactants are [CH2:1]([O:3][C:4]1[CH:9]=[C:8](F)[CH:7]=[CH:6][C:5]=1[N+:11]([O-:13])=[O:12])[CH3:2].[NH:14]1[CH2:19][CH2:18][NH:17][CH2:16][CH2:15]1. The catalyst is O1CCOCC1. The product is [CH2:1]([O:3][C:4]1[CH:9]=[C:8]([N:14]2[CH2:19][CH2:18][NH:17][CH2:16][CH2:15]2)[CH:7]=[CH:6][C:5]=1[N+:11]([O-:13])=[O:12])[CH3:2]. The yield is 0.880. (2) The reactants are [CH3:1][C:2]([CH3:6])([CH3:5])[C:3]#[CH:4].C1(C#C)C=CC=CC=1.[NH2:15][C:16]1[CH:17]=[C:18]([CH:21]=[CH:22][CH:23]=1)C#N. The catalyst is C(#N)C1C=CC=CC=1. The product is [NH2:15][C:16]1[CH:17]=[CH:18][CH:21]=[C:22]([C:4]#[C:3][C:2]([CH3:6])([CH3:5])[CH3:1])[CH:23]=1. The yield is 0.480. (3) The reactants are Cl[C:2]1[O:3][CH:4]=[C:5]([C:7]([N:9]2[CH2:14][CH2:13][N:12]([C:15]([O:17][C:18]([CH3:21])([CH3:20])[CH3:19])=[O:16])[CH2:11][CH:10]2[CH2:22][O:23][C:24]2[CH:25]=[N:26][CH:27]=[CH:28][CH:29]=2)=[O:8])[N:6]=1.[CH3:30][O:31][C:32]1[CH:37]=[CH:36][C:35]([NH2:38])=[CH:34][CH:33]=1.C(=O)([O-])[O-].[K+].[K+]. The catalyst is C1COCC1. The product is [CH3:30][O:31][C:32]1[CH:37]=[CH:36][C:35]([NH:38][C:2]2[O:3][CH:4]=[C:5]([C:7]([N:9]3[CH2:14][CH2:13][N:12]([C:15]([O:17][C:18]([CH3:21])([CH3:20])[CH3:19])=[O:16])[CH2:11][CH:10]3[CH2:22][O:23][C:24]3[CH:25]=[N:26][CH:27]=[CH:28][CH:29]=3)=[O:8])[N:6]=2)=[CH:34][CH:33]=1. The yield is 0.250. (4) The reactants are [CH3:1][Si:2]([CH3:15])([CH3:14])[CH2:3][CH2:4][O:5][CH2:6][N:7]1[CH:11]=[C:10]([C:12]#[N:13])[N:9]=[CH:8]1.[Br:16]N1C(=O)CCC1=O.N(C(C)(C)C#N)=NC(C)(C)C#N. The catalyst is C(Cl)(Cl)(Cl)Cl.CCOC(C)=O. The product is [Br:16][C:8]1[N:7]([CH2:6][O:5][CH2:4][CH2:3][Si:2]([CH3:15])([CH3:14])[CH3:1])[CH:11]=[C:10]([C:12]#[N:13])[N:9]=1. The yield is 0.770.